This data is from Full USPTO retrosynthesis dataset with 1.9M reactions from patents (1976-2016). The task is: Predict the reactants needed to synthesize the given product. (1) Given the product [Cl:20][C:16]1[C:15]([CH3:21])=[C:14]([S:11]([NH:10][C:5]2([C:3]([OH:4])=[O:2])[CH2:9][CH2:8][CH2:7][CH2:6]2)(=[O:13])=[O:12])[CH:19]=[CH:18][CH:17]=1, predict the reactants needed to synthesize it. The reactants are: C[O:2][C:3]([C:5]1([NH:10][S:11]([C:14]2[CH:19]=[CH:18][CH:17]=[C:16]([Cl:20])[C:15]=2[CH3:21])(=[O:13])=[O:12])[CH2:9][CH2:8][CH2:7][CH2:6]1)=[O:4].C1COCC1.CO.O[Li].O. (2) Given the product [CH3:10][C:11]([CH3:17])([CH2:15][CH3:16])[C:12]([O:14][CH3:1])=[O:13], predict the reactants needed to synthesize it. The reactants are: [CH3:1]O.C[Si](C=[N+]=[N-])(C)C.[CH3:10][C:11]([CH3:17])([CH2:15][CH3:16])[C:12]([OH:14])=[O:13]. (3) Given the product [CH3:1]/[CH:2]=[CH:3]/[CH:4]1[CH2:53][C@H:52]([OH:54])[C@H:6]([OH:66])[CH2:5]1, predict the reactants needed to synthesize it. The reactants are: [CH3:1][CH2:2][CH2:3][CH2:4][CH2:5][CH2:6]CN1C(C)=CS/C/1=C/C1SC=C(C)[N+]=1[CH2:1][CH2:2][CH2:3][CH2:4][CH2:5][CH2:6]C.[I-].[OH-].[Na+].[Na].[Na].[Na].[Na].C(ON(O[C:52](=[O:54])[CH3:53])CCN(OC(=O)C)OC(=O)C)(=O)C.C=CC1C=CC=CC=1.C(O)(=[O:66])C=C.CC(C(C(C(S)(C)C)(C)C)(C)C)C.[OH-].[NH4+]. (4) Given the product [NH2:1][C:2]1[C:3]([C:20]([N:26]([O:25][CH3:24])[CH3:27])=[O:21])=[N:4][C:5]([C:8]2[CH:9]=[CH:10][C:11]([S:14]([CH:17]([CH3:19])[CH3:18])(=[O:16])=[O:15])=[CH:12][CH:13]=2)=[CH:6][N:7]=1, predict the reactants needed to synthesize it. The reactants are: [NH2:1][C:2]1[C:3]([C:20](O)=[O:21])=[N:4][C:5]([C:8]2[CH:13]=[CH:12][C:11]([S:14]([CH:17]([CH3:19])[CH3:18])(=[O:16])=[O:15])=[CH:10][CH:9]=2)=[CH:6][N:7]=1.Cl.[CH3:24][O:25][NH:26][CH3:27].O.ON1C2C=CC=CC=2N=N1.CCN(C(C)C)C(C)C.C(N=C=NCCCN(C)C)C. (5) Given the product [N+:1]([C:4]1[CH:9]=[CH:8][C:7]([CH2:10][CH2:11][C:12](=[S:24])[NH2:14])=[CH:6][CH:5]=1)([O-:3])=[O:2], predict the reactants needed to synthesize it. The reactants are: [N+:1]([C:4]1[CH:9]=[CH:8][C:7]([CH2:10][CH2:11][C:12]([NH2:14])=O)=[CH:6][CH:5]=1)([O-:3])=[O:2].COC1C=CC(P2(=S)SP(=S)(C3C=CC(OC)=CC=3)[S:24]2)=CC=1. (6) Given the product [CH2:1]([O:8][C:9]([NH:11][C:12]1[C:13]([F:41])=[C:14]([C:18]2[C:30]3[C:29]4[C:24](=[CH:25][C:26]([O:31][CH2:32][CH2:33][O:34][CH3:35])=[CH:27][CH:28]=4)[NH:23][C:22]=3[C:21]([C:36]([OH:38])=[O:37])=[N:20][CH:19]=2)[CH:15]=[CH:16][CH:17]=1)=[O:10])[C:2]1[CH:7]=[CH:6][CH:5]=[CH:4][CH:3]=1, predict the reactants needed to synthesize it. The reactants are: [CH2:1]([O:8][C:9]([NH:11][C:12]1[C:13]([F:41])=[C:14]([C:18]2[C:30]3[C:29]4[C:24](=[CH:25][C:26]([O:31][CH2:32][CH2:33][O:34][CH3:35])=[CH:27][CH:28]=4)[NH:23][C:22]=3[C:21]([C:36]([O:38]CC)=[O:37])=[N:20][CH:19]=2)[CH:15]=[CH:16][CH:17]=1)=[O:10])[C:2]1[CH:7]=[CH:6][CH:5]=[CH:4][CH:3]=1.O[Li].O. (7) Given the product [NH2:11][CH2:10][C:3]1[C:4](=[O:9])[NH:5][C:6]([CH3:8])=[CH:7][C:2]=1[CH3:1].[ClH:25], predict the reactants needed to synthesize it. The reactants are: [CH3:1][C:2]1[CH:7]=[C:6]([CH3:8])[NH:5][C:4](=[O:9])[C:3]=1[CH2:10][NH:11]C(=O)OC(C)(C)C.O1CCOCC1.[ClH:25]. (8) Given the product [CH2:24]([N:21]1[C:17]2=[N:18][C:19]([CH3:20])=[C:14]([CH2:13][NH:12][C:4](=[O:5])[C:3]3[CH:7]=[CH:8][C:9]([F:11])=[CH:10][C:2]=3[F:1])[C:15]([NH:26][CH:27]3[CH2:28][CH2:29][O:30][CH2:31][CH2:32]3)=[C:16]2[CH:23]=[N:22]1)[CH3:25], predict the reactants needed to synthesize it. The reactants are: [F:1][C:2]1[CH:10]=[C:9]([F:11])[CH:8]=[CH:7][C:3]=1[C:4](Cl)=[O:5].[NH2:12][CH2:13][C:14]1[C:19]([CH3:20])=[N:18][C:17]2[N:21]([CH2:24][CH3:25])[N:22]=[CH:23][C:16]=2[C:15]=1[NH:26][CH:27]1[CH2:32][CH2:31][O:30][CH2:29][CH2:28]1.CCN(C(C)C)C(C)C. (9) The reactants are: [C:1]([O:4][C:5]1[CH:10]=[CH:9][C:8]([C:11](Cl)=[O:12])=[CH:7][CH:6]=1)(=[O:3])[CH3:2].C(N(CC)CC)C.[CH3:21][S:22][C:23]1[S:27][C:26]([NH2:28])=[N:25][CH:24]=1. Given the product [C:1]([O:4][C:5]1[CH:10]=[CH:9][C:8]([C:11](=[O:12])[NH:28][C:26]2[S:27][C:23]([S:22][CH3:21])=[CH:24][N:25]=2)=[CH:7][CH:6]=1)(=[O:3])[CH3:2], predict the reactants needed to synthesize it.